This data is from Human liver microsome stability data. The task is: Regression/Classification. Given a drug SMILES string, predict its absorption, distribution, metabolism, or excretion properties. Task type varies by dataset: regression for continuous measurements (e.g., permeability, clearance, half-life) or binary classification for categorical outcomes (e.g., BBB penetration, CYP inhibition). Dataset: hlm. (1) The compound is Cc1cc(C(=O)NNS(=O)(=O)c2ccccc2F)cc(-n2cc(F)cn2)c1. The result is 1 (stable in human liver microsomes). (2) The drug is COc1cc2ccc(C#N)cc2cc1[C@@H](c1ccnc(OC)c1OC)[C@@](O)(CCN(C)C)c1cccc2c1OCC2. The result is 1 (stable in human liver microsomes). (3) The result is 0 (unstable in human liver microsomes). The compound is [2H]C([2H])(c1cc(Cl)ccc1N)N1CCN(C(=O)CNC(=O)CC2CCC(F)(F)CC2)CC1. (4) The drug is C/C=C/C[C@H](C)[C@@H](OC)[C@@H](C)[C@H](O)C[C@H]1OC(=O)C=C[C@H]1CC. The result is 1 (stable in human liver microsomes).